From a dataset of Forward reaction prediction with 1.9M reactions from USPTO patents (1976-2016). Predict the product of the given reaction. (1) Given the reactants [Cl:1][C:2]1[CH:7]=[CH:6][N:5]=[C:4]2[C:8]([C:11]([NH:13][C@H:14]3[CH2:19][CH2:18][CH2:17][CH2:16][C@@H:15]3[OH:20])=[O:12])=[CH:9][NH:10][C:3]=12.Cl[CH2:22][C:23]1[CH:24]=[CH:25][C:26]([O:29][CH3:30])=[N:27][CH:28]=1.C(=O)([O-])[O-].[Cs+].[Cs+], predict the reaction product. The product is: [Cl:1][C:2]1[CH:7]=[CH:6][N:5]=[C:4]2[C:8]([C:11]([NH:13][C@H:14]3[CH2:19][CH2:18][CH2:17][CH2:16][C@@H:15]3[OH:20])=[O:12])=[CH:9][N:10]([CH2:22][C:23]3[CH:28]=[N:27][C:26]([O:29][CH3:30])=[CH:25][CH:24]=3)[C:3]=12. (2) Given the reactants [CH3:1][N:2]1[CH2:7][CH2:6][N:5]([C:8]2[N:13]=[CH:12][C:11]([C:14]3[C:22]4[C:17](=[CH:18][C:19]([CH:23]=[C:24]5[C:32]6[C:27](=[CH:28][CH:29]=[CH:30][CH:31]=6)[NH:26][C:25]5=[O:33])=[CH:20][CH:21]=4)[NH:16][N:15]=3)=[CH:10][CH:9]=2)[CH2:4][CH2:3]1.[CH3:34][O:35]C1C=C2C(=CC=1)NC(=O)C2, predict the reaction product. The product is: [CH3:34][O:35][C:30]1[CH:31]=[C:32]2[C:27](=[CH:28][CH:29]=1)[NH:26][C:25](=[O:33])[C:24]2=[CH:23][C:19]1[CH:18]=[C:17]2[C:22]([C:14]([C:11]3[CH:12]=[N:13][C:8]([N:5]4[CH2:6][CH2:7][N:2]([CH3:1])[CH2:3][CH2:4]4)=[CH:9][CH:10]=3)=[N:15][NH:16]2)=[CH:21][CH:20]=1. (3) The product is: [CH2:1]([O:8][C:9]([C:11]1[N:12]=[C:13]([C:37]2[CH:38]=[CH:39][C:40]([F:43])=[CH:41][CH:42]=2)[N:14]([CH2:19][CH2:20][C@@H:21]2[CH2:26][C@@H:25]([OH:24])[CH2:27][C:28](=[O:30])[O:22]2)[C:15]=1[CH:16]([CH3:17])[CH3:18])=[O:10])[C:2]1[CH:3]=[CH:4][CH:5]=[CH:6][CH:7]=1. Given the reactants [CH2:1]([O:8][C:9]([C:11]1[N:12]=[C:13]([C:37]2[CH:42]=[CH:41][C:40]([F:43])=[CH:39][CH:38]=2)[N:14]([CH2:19][CH2:20][C@@H:21]2[CH2:26][C@H:25]([CH2:27][C:28]([O:30]C(C)(C)C)=O)[O:24]C(C)(C)[O:22]2)[C:15]=1[CH:16]([CH3:18])[CH3:17])=[O:10])[C:2]1[CH:7]=[CH:6][CH:5]=[CH:4][CH:3]=1.C(O)(C(F)(F)F)=O, predict the reaction product. (4) Given the reactants Cl.[NH2:2][OH:3].[OH-].[Na+].[CH3:6][C:7]1[C:12]([CH:13]=O)=[CH:11][CH:10]=[CH:9][N:8]=1.Cl, predict the reaction product. The product is: [CH3:6][C:7]1[C:12]([CH:13]=[N:2][OH:3])=[CH:11][CH:10]=[CH:9][N:8]=1. (5) Given the reactants [CH3:1][S:2]([C:5]1[CH:10]=[CH:9][C:8]([C@H:11]2[CH2:16][C@H:15]([C:17]3[O:21][NH:20][C:19](=[O:22])[CH:18]=3)[CH2:14][CH2:13][N:12]2C(OC)=O)=[CH:7][CH:6]=1)(=[O:4])=[O:3].Br, predict the reaction product. The product is: [CH3:1][S:2]([C:5]1[CH:10]=[CH:9][C:8]([C@H:11]2[CH2:16][C@H:15]([C:17]3[O:21][NH:20][C:19](=[O:22])[CH:18]=3)[CH2:14][CH2:13][NH:12]2)=[CH:7][CH:6]=1)(=[O:4])=[O:3]. (6) Given the reactants C1(P(C2C=CC=CC=2)C2C=CC=CC=2)C=CC=CC=1.[OH:20][C@H:21]1[CH2:26][CH2:25][C@H:24]([C:27]([O:29][C:30]([CH3:33])([CH3:32])[CH3:31])=[O:28])[C@@H:23]([C:34]([O:36][CH3:37])=[O:35])[CH2:22]1.[N:38]1[CH:43]=[CH:42][C:41](O)=[CH:40][CH:39]=1.O1CCCC1.N(C(OCC)=O)=NC(OCC)=O, predict the reaction product. The product is: [N:38]1[CH:43]=[CH:42][C:41]([O:20][C@@H:21]2[CH2:26][CH2:25][C@H:24]([C:27]([O:29][C:30]([CH3:31])([CH3:32])[CH3:33])=[O:28])[C@@H:23]([C:34]([O:36][CH3:37])=[O:35])[CH2:22]2)=[CH:40][CH:39]=1. (7) Given the reactants C[Si](C)([O:4][C:5]([CH3:15])([CH3:14])[CH2:6][C:7](=[CH2:13])[O:8][Si](C)(C)C)C.C1(C)C=CC=CC=1.[CH:24]([CH:26]=[CH2:27])=[O:25].C(S([O-])(=O)=O)(F)(F)F.C(S([O-])(=O)=O)(F)(F)F.C(S([O-])(=O)=O)(F)(F)F.[Yb+3], predict the reaction product. The product is: [OH:4][C:5]([CH3:15])([CH2:6][C:7](=[O:13])[CH2:8][CH:24]([OH:25])[CH:26]=[CH2:27])[CH3:14]. (8) Given the reactants [C:1](O)(=[O:3])C.[CH2:5]([O:7][C:8]1[CH:13]=[CH:12][C:11]([C:14]2[N:15]=[C:16]3[CH:21]=[C:20]([NH:22][CH3:23])[CH:19]=[CH:18][N:17]3[CH:24]=2)=[CH:10][CH:9]=1)[CH3:6].CNC1C=CN=C(N)C=1.BrCC(C1C=CC2OCCCOC=2C=1)=O, predict the reaction product. The product is: [O:7]1[CH2:5][CH2:6][CH2:1][O:3][C:13]2[CH:12]=[C:11]([C:14]3[N:15]=[C:16]4[CH:21]=[C:20]([NH:22][CH3:23])[CH:19]=[CH:18][N:17]4[CH:24]=3)[CH:10]=[CH:9][C:8]1=2. (9) The product is: [Br:1][C:2]1[CH:7]=[CH:6][CH:5]=[CH:4][C:3]=1[O:8][CH:10]([CH3:12])[CH3:11]. Given the reactants [Br:1][C:2]1[CH:7]=[CH:6][CH:5]=[CH:4][C:3]=1[OH:8].Br[CH:10]([CH3:12])[CH3:11], predict the reaction product.